Dataset: Reaction yield outcomes from USPTO patents with 853,638 reactions. Task: Predict the reaction yield, written as a fraction of the theoretical maximum amount of product (1.0 means a 100% yield; for example, 0.34 means a 34% yield). (1) The reactants are [NH:1]1[C:9]2[C:4](=[CH:5][CH:6]=[CH:7][CH:8]=2)[CH2:3][C:2]1=[O:10].[CH2:11]([Li])[CH2:12][CH2:13][CH3:14].ICCCCI.O. The catalyst is C1COCC1. The product is [NH:1]1[C:9]2[C:4](=[CH:5][CH:6]=[CH:7][CH:8]=2)[C:3]2([CH2:14][CH2:13][CH2:12][CH2:11]2)[C:2]1=[O:10]. The yield is 0.500. (2) The reactants are S(=O)(=O)(O)O.[CH3:6][O:7][C:8]1[CH:9]=[C:10]([CH:13]=[C:14]([O:18][CH3:19])[C:15]=1[O:16][CH3:17])C=O.OO.[OH-].[Na+].S([O-])([O-])=[O:25].[Na+].[Na+]. The catalyst is CCOC(C)=O.CCCCCC.CO. The product is [CH3:6][O:7][C:8]1[CH:9]=[C:10]([OH:25])[CH:13]=[C:14]([O:18][CH3:19])[C:15]=1[O:16][CH3:17]. The yield is 0.580. (3) The reactants are [CH:1]1([C:8]2[CH:13]=[C:12]([CH2:14]O)[CH:11]=[CH:10][C:9]=2[C:16]2[CH:21]=[C:20]([O:22][CH3:23])[CH:19]=[CH:18][C:17]=2[F:24])[CH2:7][CH2:6][CH2:5][CH2:4][CH2:3][CH2:2]1.S(Cl)([Cl:27])=O. The catalyst is C(Cl)Cl.CN(C=O)C. The product is [Cl:27][CH2:14][C:12]1[CH:11]=[CH:10][C:9]([C:16]2[CH:21]=[C:20]([O:22][CH3:23])[CH:19]=[CH:18][C:17]=2[F:24])=[C:8]([CH:1]2[CH2:7][CH2:6][CH2:5][CH2:4][CH2:3][CH2:2]2)[CH:13]=1. The yield is 0.840. (4) The reactants are C([N:8](CC1C=CC=CC=1)[C@H:9]1[CH2:14][CH2:13][C@H:12]([C:15]([OH:18])([CH3:17])[CH3:16])[CH2:11][CH2:10]1)C1C=CC=CC=1. The catalyst is CO.CO.N.[OH-].[OH-].[Pd+2]. The product is [NH2:8][C@H:9]1[CH2:14][CH2:13][C@H:12]([C:15]([OH:18])([CH3:16])[CH3:17])[CH2:11][CH2:10]1. The yield is 0.475. (5) The yield is 0.240. The catalyst is CN(C=O)C. The reactants are [C:1]([N:5]1[C:9]2=[N:10][C:11]([NH:14][C:15](=[O:23])[C:16]3[CH:21]=[CH:20][C:19]([CH3:22])=[CH:18][CH:17]=3)=[CH:12][CH:13]=[C:8]2[C:7]([C:24]([OH:26])=O)=[CH:6]1)([CH3:4])([CH3:3])[CH3:2].[CH2:27]([NH2:31])[CH:28]([CH3:30])[CH3:29].F[P-](F)(F)(F)(F)F.C[N+](C)=C(N(C)C)ON1C2N=CC=CC=2N=N1.C(N(CC)CC)C. The product is [CH2:27]([NH:31][C:24]([C:7]1[C:8]2[C:9](=[N:10][C:11]([NH:14][C:15](=[O:23])[C:16]3[CH:17]=[CH:18][C:19]([CH3:22])=[CH:20][CH:21]=3)=[CH:12][CH:13]=2)[N:5]([C:1]([CH3:4])([CH3:3])[CH3:2])[CH:6]=1)=[O:26])[CH:28]([CH3:30])[CH3:29]. (6) The reactants are [CH3:1][C:2]([CH3:22])([CH3:21])[C:3]#[C:4][C:5]1[CH:10]=[C:9]([N+:11]([O-:13])=[O:12])[CH:8]=[C:7]([F:14])[C:6]=1[NH:15]C(=O)CCC.CC([O-])(C)C.[K+].O. The catalyst is CN(C=O)C. The product is [C:2]([C:3]1[NH:15][C:6]2[C:5]([CH:4]=1)=[CH:10][C:9]([N+:11]([O-:13])=[O:12])=[CH:8][C:7]=2[F:14])([CH3:22])([CH3:21])[CH3:1]. The yield is 0.810. (7) The reactants are Cl.[NH:2]1[CH2:7][CH2:6][CH:5]([N:8]2[C@H:12]3[CH2:13][CH2:14][CH2:15][CH2:16][C@H:11]3[NH:10][C:9]2=[O:17])[CH2:4][CH2:3]1.O=[C:19]1[CH2:24][CH2:23][N:22]([C:25]([O:27][CH2:28][CH3:29])=[O:26])[CH2:21][CH2:20]1.C([O-])(=O)C.[K+].C([BH3-])#N.[Na+]. The catalyst is CO. The product is [O:17]=[C:9]1[N:8]([CH:5]2[CH2:4][CH2:3][N:2]([CH:19]3[CH2:24][CH2:23][N:22]([C:25]([O:27][CH2:28][CH3:29])=[O:26])[CH2:21][CH2:20]3)[CH2:7][CH2:6]2)[C@H:12]2[CH2:13][CH2:14][CH2:15][CH2:16][C@H:11]2[NH:10]1. The yield is 0.460. (8) The reactants are [N:1]12[CH2:8][CH2:7][C:4]([C:9]([C:21]3[CH:30]=[CH:29][C:28]4[C:23](=[CH:24][CH:25]=[CH:26][CH:27]=4)[CH:22]=3)([C:11]3[CH:20]=[CH:19][C:18]4[C:13](=[CH:14][CH:15]=[CH:16][CH:17]=4)[CH:12]=3)[OH:10])([CH2:5][CH2:6]1)[CH2:3][CH2:2]2.[C:31]1([CH2:37][O:38][CH2:39][CH2:40][Br:41])[CH:36]=[CH:35][CH:34]=[CH:33][CH:32]=1. The catalyst is CC#N. The product is [Br-:41].[OH:10][C:9]([C:21]1[CH:30]=[CH:29][C:28]2[C:23](=[CH:24][CH:25]=[CH:26][CH:27]=2)[CH:22]=1)([C:11]1[CH:20]=[CH:19][C:18]2[C:13](=[CH:14][CH:15]=[CH:16][CH:17]=2)[CH:12]=1)[C:4]12[CH2:3][CH2:2][N+:1]([CH2:40][CH2:39][O:38][CH2:37][C:31]3[CH:36]=[CH:35][CH:34]=[CH:33][CH:32]=3)([CH2:6][CH2:5]1)[CH2:8][CH2:7]2. The yield is 0.250. (9) The reactants are F[C:2]1[CH:7]=[CH:6][CH:5]=[CH:4][C:3]=1[F:8].[NH:9]1[CH:13]=[CH:12][N:11]=[CH:10]1.C(=O)([O-])[O-].[K+].[K+]. The yield is 0.0100. The product is [F:8][C:3]1[CH:4]=[CH:5][CH:6]=[CH:7][C:2]=1[N:9]1[CH:13]=[CH:12][N:11]=[CH:10]1. The catalyst is CS(C)=O.